Dataset: Forward reaction prediction with 1.9M reactions from USPTO patents (1976-2016). Task: Predict the product of the given reaction. Given the reactants ClC1C=CC=C(Cl)C=1C(NC1C(C2NC3C=CC(CN4CCOCC4)=CC=3N=2)=NNC=1)=O.[F:33][C:34]1[CH:50]=[C:49]([O:51][CH3:52])[CH:48]=[C:47]([F:53])[C:35]=1[C:36]([NH:38][C:39]1[C:40]([C:44](O)=O)=[N:41][NH:42][CH:43]=1)=[O:37].[NH2:54][C:55]1[CH:56]=[C:57]([C:62]([N:64]2[CH2:69][CH2:68][O:67][CH2:66][CH2:65]2)=[O:63])[CH:58]=[CH:59][C:60]=1[NH2:61], predict the reaction product. The product is: [F:33][C:34]1[CH:50]=[C:49]([O:51][CH3:52])[CH:48]=[C:47]([F:53])[C:35]=1[C:36]([NH:38][C:39]1[C:40]([C:44]2[NH:61][C:60]3[CH:59]=[CH:58][C:57]([C:62]([N:64]4[CH2:65][CH2:66][O:67][CH2:68][CH2:69]4)=[O:63])=[CH:56][C:55]=3[N:54]=2)=[N:41][NH:42][CH:43]=1)=[O:37].